From a dataset of Reaction yield outcomes from USPTO patents with 853,638 reactions. Predict the reaction yield, written as a fraction of the theoretical maximum amount of product (1.0 means a 100% yield; for example, 0.34 means a 34% yield). (1) The product is [Br:1][C:2]1[CH:3]=[C:4]([NH2:5])[CH:6]=[C:7]([N:24]2[CH:28]=[CH:27][CH:26]=[N:25]2)[CH:8]=1. The reactants are [Br:1][C:2]1[CH:3]=[C:4]([CH:6]=[C:7](Br)[CH:8]=1)[NH2:5].N1CCC[C@H]1C(O)=O.C([O-])([O-])=O.[Cs+].[Cs+].[NH:24]1[CH:28]=[CH:27][CH:26]=[N:25]1. The catalyst is CS(C)=O.[Cu]I.O. The yield is 0.370. (2) The reactants are [CH3:1][C@H:2]1[CH2:7][N:6]([C:8]2[CH:13]=[CH:12][N:11]=[CH:10][C:9]=2[N+:14]([O-])=O)[CH2:5][C@@H:4]([NH:17][C:18](=[O:24])[O:19][C:20]([CH3:23])([CH3:22])[CH3:21])[CH2:3]1.[H][H]. The catalyst is CO.[Pd]. The product is [NH2:14][C:9]1[CH:10]=[N:11][CH:12]=[CH:13][C:8]=1[N:6]1[CH2:7][C@H:2]([CH3:1])[CH2:3][C@H:4]([NH:17][C:18](=[O:24])[O:19][C:20]([CH3:23])([CH3:22])[CH3:21])[CH2:5]1. The yield is 1.00. (3) The reactants are [CH3:1][S:2](Cl)(=[O:4])=[O:3].[CH3:6][N:7]([CH3:15])[C:8]1[CH:13]=[CH:12][CH:11]=[C:10]([NH2:14])[CH:9]=1.[OH-].[Na+]. The catalyst is O. The product is [CH3:6][N:7]([CH3:15])[C:8]1[CH:9]=[C:10]([NH:14][S:2]([CH3:1])(=[O:4])=[O:3])[CH:11]=[CH:12][CH:13]=1. The yield is 0.790.